Dataset: Reaction yield outcomes from USPTO patents with 853,638 reactions. Task: Predict the reaction yield, written as a fraction of the theoretical maximum amount of product (1.0 means a 100% yield; for example, 0.34 means a 34% yield). The reactants are [N:1]1[CH:6]=[CH:5][C:4]([OH:7])=[CH:3][CH:2]=1.[CH:8]1(O)[CH2:11][CH2:10][CH2:9]1.C1(P(C2C=CC=CC=2)C2C=CC=CC=2)C=CC=CC=1.CC(OC(/N=N/C(OC(C)C)=O)=O)C. The catalyst is C1COCC1. The product is [CH:8]1([O:7][C:4]2[CH:5]=[CH:6][N:1]=[CH:2][CH:3]=2)[CH2:11][CH2:10][CH2:9]1. The yield is 0.499.